This data is from Full USPTO retrosynthesis dataset with 1.9M reactions from patents (1976-2016). The task is: Predict the reactants needed to synthesize the given product. (1) The reactants are: [I:1]N1C(=O)CCC1=O.[NH:9]1[C:13]([C:14]([O:16][CH2:17][CH3:18])=[O:15])=[CH:12][C:11]([C:19]([O:21][CH2:22][CH3:23])=[O:20])=[N:10]1.[O-]S([O-])(=S)=O.[Na+].[Na+]. Given the product [CH2:17]([O:16][C:14]([C:13]1[C:12]([I:1])=[C:11]([C:19]([O:21][CH2:22][CH3:23])=[O:20])[NH:10][N:9]=1)=[O:15])[CH3:18], predict the reactants needed to synthesize it. (2) Given the product [Br:1][C:2]1[CH:7]=[CH:6][C:5]([N:8]2[C:12]3[CH:13]=[CH:14][CH:15]=[CH:16][C:11]=3[N:10]=[C:9]2[NH:21][CH:18]2[CH2:20][CH2:19]2)=[CH:4][CH:3]=1, predict the reactants needed to synthesize it. The reactants are: [Br:1][C:2]1[CH:7]=[CH:6][C:5]([N:8]2[C:12]3[CH:13]=[CH:14][CH:15]=[CH:16][C:11]=3[N:10]=[C:9]2Cl)=[CH:4][CH:3]=1.[CH:18]1([NH2:21])[CH2:20][CH2:19]1. (3) Given the product [CH3:1][O:2][C:3](=[O:40])[NH:4][C@H:5]([C:9]([N:11]1[CH2:15][CH2:14][CH2:13][C@H:12]1[C:16]1[NH:17][CH:18]=[C:19]([C:21]2[CH:26]=[CH:25][C:24]([C:27]3[CH:32]=[C:31]([F:33])[C:30]([NH:34][C:51]([C:48]4[CH:47]=[N:46][C:45]([F:44])=[CH:50][CH:49]=4)=[O:52])=[CH:29][C:28]=3[O:35][C:36]([F:38])([F:39])[F:37])=[CH:23][CH:22]=2)[N:20]=1)=[O:10])[CH:6]([CH3:8])[CH3:7], predict the reactants needed to synthesize it. The reactants are: [CH3:1][O:2][C:3](=[O:40])[NH:4][C@H:5]([C:9]([N:11]1[CH2:15][CH2:14][CH2:13][C@H:12]1[C:16]1[NH:17][CH:18]=[C:19]([C:21]2[CH:26]=[CH:25][C:24]([C:27]3[CH:32]=[C:31]([F:33])[C:30]([NH2:34])=[CH:29][C:28]=3[O:35][C:36]([F:39])([F:38])[F:37])=[CH:23][CH:22]=2)[N:20]=1)=[O:10])[CH:6]([CH3:8])[CH3:7].C(Cl)Cl.[F:44][C:45]1[CH:50]=[CH:49][C:48]([C:51](Cl)=[O:52])=[CH:47][N:46]=1.